Dataset: Forward reaction prediction with 1.9M reactions from USPTO patents (1976-2016). Task: Predict the product of the given reaction. (1) Given the reactants [NH2:1][C:2]1[C:7]([C:8]#[N:9])=[C:6]([C:10]2[CH:15]=[CH:14][C:13]([O:16][CH2:17][C@H:18]3[CH2:22][O:21]C(C)(C)[O:19]3)=[CH:12][CH:11]=2)[C:5]([C:25]#[N:26])=[C:4]([S:27][CH2:28][C:29]2[N:30]=[C:31]([C:34]3[CH:39]=[CH:38][C:37]([Cl:40])=[CH:36][CH:35]=3)[O:32][CH:33]=2)[N:3]=1.Cl, predict the reaction product. The product is: [NH2:1][C:2]1[C:7]([C:8]#[N:9])=[C:6]([C:10]2[CH:11]=[CH:12][C:13]([O:16][CH2:17][C@H:18]([OH:19])[CH2:22][OH:21])=[CH:14][CH:15]=2)[C:5]([C:25]#[N:26])=[C:4]([S:27][CH2:28][C:29]2[N:30]=[C:31]([C:34]3[CH:35]=[CH:36][C:37]([Cl:40])=[CH:38][CH:39]=3)[O:32][CH:33]=2)[N:3]=1. (2) Given the reactants [NH2:1][C@@H:2]([C:10]1[NH:11][C:12]2[C:17]([CH:18]=1)=[CH:16][C:15]([CH3:19])=[CH:14][C:13]=2[NH:20][CH:21]1[CH2:25][CH2:24][CH2:23][CH2:22]1)[CH2:3][C:4]1[CH:9]=[CH:8][CH:7]=[CH:6][CH:5]=1.[CH:26]1([CH2:32][CH:33]=O)[CH2:31][CH2:30][CH2:29][CH2:28][CH2:27]1, predict the reaction product. The product is: [CH:26]1([CH2:32][CH2:33][NH:1][C@@H:2]([C:10]2[NH:11][C:12]3[C:17]([CH:18]=2)=[CH:16][C:15]([CH3:19])=[CH:14][C:13]=3[NH:20][CH:21]2[CH2:25][CH2:24][CH2:23][CH2:22]2)[CH2:3][C:4]2[CH:9]=[CH:8][CH:7]=[CH:6][CH:5]=2)[CH2:31][CH2:30][CH2:29][CH2:28][CH2:27]1.